This data is from Catalyst prediction with 721,799 reactions and 888 catalyst types from USPTO. The task is: Predict which catalyst facilitates the given reaction. Reactant: Br[C:2]1[CH:19]=[CH:18][C:5]2[CH2:6][N:7]([C:11]([O:13][C:14]([CH3:17])([CH3:16])[CH3:15])=[O:12])[CH2:8][CH2:9][O:10][C:4]=2[CH:3]=1.[NH:20]1[CH2:24][CH2:23][CH2:22][CH2:21]1.CC(C1C=C(C(C)C)C(C2C=CC=CC=2P(C2CCCCC2)C2CCCCC2)=C(C(C)C)C=1)C.CC(C)([O-])C.[Na+]. Product: [N:20]1([C:2]2[CH:19]=[CH:18][C:5]3[CH2:6][N:7]([C:11]([O:13][C:14]([CH3:17])([CH3:16])[CH3:15])=[O:12])[CH2:8][CH2:9][O:10][C:4]=3[CH:3]=2)[CH2:24][CH2:23][CH2:22][CH2:21]1. The catalyst class is: 488.